Dataset: Catalyst prediction with 721,799 reactions and 888 catalyst types from USPTO. Task: Predict which catalyst facilitates the given reaction. (1) Reactant: [Cl:1][C:2]1[CH:7]=[CH:6][C:5]([C:8]2([CH2:21][C:22]#[N:23])[CH2:13][CH2:12][N:11](C(OC(C)(C)C)=O)[CH2:10][CH2:9]2)=[CH:4][CH:3]=1.Cl. Product: [Cl:1][C:2]1[CH:7]=[CH:6][C:5]([C:8]2([CH2:21][C:22]#[N:23])[CH2:13][CH2:12][NH:11][CH2:10][CH2:9]2)=[CH:4][CH:3]=1. The catalyst class is: 12. (2) Reactant: [Cl:1][C:2]1[N:7]=[C:6](Cl)[CH:5]=[CH:4][N:3]=1.[N+:9]([C:12]1[CH:13]=[C:14]([CH:16]=[CH:17][CH:18]=1)[NH2:15])([O-:11])=[O:10].C(N(C(C)C)C(C)C)C. Product: [Cl:1][C:2]1[N:7]=[C:6]([NH:15][C:14]2[CH:16]=[CH:17][CH:18]=[C:12]([N+:9]([O-:11])=[O:10])[CH:13]=2)[CH:5]=[CH:4][N:3]=1. The catalyst class is: 378. (3) Reactant: [Cl:1][C:2]1[CH:26]=[CH:25][C:5]([O:6][CH2:7][C:8]([N:10]2[CH2:15][CH2:14][N:13]([CH2:16][C:17]3[CH:22]=[CH:21][C:20]([F:23])=[CH:19][CH:18]=3)[CH2:12][C@H:11]2[CH3:24])=[O:9])=[C:4]([O:27][C:28]#[N:29])[CH:3]=1.[N-:30]=[N+:31]=[N-:32].[Na+]. Product: [Cl:1][C:2]1[CH:26]=[CH:25][C:5]([O:6][CH2:7][C:8]([N:10]2[CH2:15][CH2:14][N:13]([CH2:16][C:17]3[CH:22]=[CH:21][C:20]([F:23])=[CH:19][CH:18]=3)[CH2:12][C@H:11]2[CH3:24])=[O:9])=[C:4]([O:27][C:28]2[N:30]=[N:31][NH:32][N:29]=2)[CH:3]=1. The catalyst class is: 95. (4) Reactant: [CH3:1][O:2][CH2:3][CH2:4][O:5][C:6]1[CH:7]=[C:8]([C:17]2[CH:22]=[C:21]([C:23]3[CH:28]=[CH:27][CH:26]=[C:25]([N+:29]([O-])=O)[CH:24]=3)[N:20]=[C:19]([C:32]3[CH:37]=[CH:36][CH:35]=[C:34]([N+:38]([O-])=O)[CH:33]=3)[CH:18]=2)[CH:9]=[CH:10][C:11]=1[O:12][CH2:13][CH2:14][O:15][CH3:16].O.NN. Product: [NH2:38][C:34]1[CH:33]=[C:32]([C:19]2[N:20]=[C:21]([C:23]3[CH:24]=[C:25]([CH:26]=[CH:27][CH:28]=3)[NH2:29])[CH:22]=[C:17]([C:8]3[CH:9]=[CH:10][C:11]([O:12][CH2:13][CH2:14][O:15][CH3:16])=[C:6]([O:5][CH2:4][CH2:3][O:2][CH3:1])[CH:7]=3)[CH:18]=2)[CH:37]=[CH:36][CH:35]=1. The catalyst class is: 63.